Dataset: Forward reaction prediction with 1.9M reactions from USPTO patents (1976-2016). Task: Predict the product of the given reaction. (1) Given the reactants [Cl:1][C:2]1[CH:7]=[CH:6][N:5]=[C:4]([CH:8]=O)[N:3]=1.[NH:10]1[CH2:15][CH2:14][O:13][CH2:12][CH:11]1[CH2:16][OH:17], predict the reaction product. The product is: [Cl:1][C:2]1[CH:7]=[CH:6][N:5]=[C:4]([CH2:8][N:10]2[CH2:15][CH2:14][O:13][CH2:12][CH:11]2[CH2:16][OH:17])[N:3]=1. (2) Given the reactants N[C:2]1[C:7]([O:8][C:9]2[CH:10]=[C:11]([CH:14]=[C:15]([Cl:17])[CH:16]=2)[C:12]#[N:13])=[C:6]([Cl:18])[CH:5]=[CH:4][N:3]=1.N([O-])=[O:20].[Na+], predict the reaction product. The product is: [Cl:17][C:15]1[CH:14]=[C:11]([CH:10]=[C:9]([O:8][C:7]2[C:2]([OH:20])=[N:3][CH:4]=[CH:5][C:6]=2[Cl:18])[CH:16]=1)[C:12]#[N:13]. (3) Given the reactants Br[C:2]1[C:3]([NH:22][CH2:23][CH2:24][CH2:25][OH:26])=[N:4][CH:5]=[C:6]([CH:21]=1)[C:7]([NH:9][C:10]1[CH:15]=[CH:14][C:13]([O:16][C:17]([F:20])([F:19])[F:18])=[CH:12][CH:11]=1)=[O:8].[CH3:27][C:28]1[N:33]=[CH:32][C:31](B(O)O)=[CH:30][CH:29]=1.C([O-])([O-])=O.[Na+].[Na+].CCO, predict the reaction product. The product is: [OH:26][CH2:25][CH2:24][CH2:23][NH:22][C:3]1[C:2]([C:31]2[CH:32]=[N:33][C:28]([CH3:27])=[CH:29][CH:30]=2)=[CH:21][C:6]([C:7]([NH:9][C:10]2[CH:15]=[CH:14][C:13]([O:16][C:17]([F:20])([F:19])[F:18])=[CH:12][CH:11]=2)=[O:8])=[CH:5][N:4]=1. (4) Given the reactants CCN(C(C)C)C(C)C.[C:10]([O:14][C:15]([NH:17][C:18]1[CH:26]=[CH:25][CH:24]=[CH:23][C:19]=1[C:20]([OH:22])=O)=[O:16])([CH3:13])([CH3:12])[CH3:11].C1C=CC2N(O)N=NC=2C=1.CCN=C=NCCCN(C)C.[O:48]=[C:49]([N:66]1[CH2:71][CH2:70][NH:69][CH2:68][CH2:67]1)[CH2:50][NH:51][C:52]([C:54]1[CH:59]=[CH:58][C:57]([C:60]2[CH:65]=[CH:64][CH:63]=[CH:62][CH:61]=2)=[CH:56][CH:55]=1)=[O:53], predict the reaction product. The product is: [C:10]([O:14][C:15](=[O:16])[NH:17][C:18]1[CH:26]=[CH:25][CH:24]=[CH:23][C:19]=1[C:20]([N:69]1[CH2:68][CH2:67][N:66]([C:49](=[O:48])[CH2:50][NH:51][C:52]([C:54]2[CH:59]=[CH:58][C:57]([C:60]3[CH:65]=[CH:64][CH:63]=[CH:62][CH:61]=3)=[CH:56][CH:55]=2)=[O:53])[CH2:71][CH2:70]1)=[O:22])([CH3:11])([CH3:12])[CH3:13]. (5) The product is: [CH3:1][CH2:2][O:3][C:4]1[N:12]([CH2:13][C:14]2[CH:19]=[CH:18][C:17]([C:20]3[CH:21]=[CH:22][CH:23]=[CH:24][C:25]=3[C:26]3[N:27]=[N:28][NH:29][N:30]=3)=[CH:16][CH:15]=2)[C:11]2[C:10]([C:50]([O:52][CH:53]([O:55][C:56]([O:58][CH:59]3[CH2:60][CH2:61][CH2:62][CH2:63][CH2:64]3)=[O:57])[CH3:54])=[O:51])=[CH:9][CH:8]=[CH:7][C:6]=2[N:5]=1. Given the reactants [CH3:1][CH2:2][O:3][C:4]1[N:12]([CH2:13][C:14]2[CH:19]=[CH:18][C:17]([C:20]3[C:25]([C:26]4[N:30](C(C5C=CC=CC=5)(C5C=CC=CC=5)C5C=CC=CC=5)[N:29]=[N:28][N:27]=4)=[CH:24][CH:23]=[CH:22][CH:21]=3)=[CH:16][CH:15]=2)[C:11]2[C:6](=[CH:7][CH:8]=[CH:9][C:10]=2[C:50]([O:52][CH:53]([O:55][C:56]([O:58][CH:59]2[CH2:64][CH2:63][CH2:62][CH2:61][CH2:60]2)=[O:57])[CH3:54])=[O:51])[N:5]=1.C1(C)C=CC=CC=1.CO, predict the reaction product. (6) The product is: [C:1]([C:9]1[CH:10]=[CH:11][C:12]2[O:17][CH:16]([C:18]([F:21])([F:20])[F:19])[C:15]([C:22]([OH:24])=[O:23])=[CH:14][C:13]=2[CH:27]=1)(=[O:8])[C:2]1[CH:7]=[CH:6][CH:5]=[CH:4][CH:3]=1. Given the reactants [C:1]([C:9]1[CH:10]=[CH:11][C:12]2[O:17][CH:16]([C:18]([F:21])([F:20])[F:19])[C:15]([C:22]([O:24]CC)=[O:23])=[CH:14][C:13]=2[CH:27]=1)(=[O:8])[C:2]1[CH:7]=[CH:6][CH:5]=[CH:4][CH:3]=1.[OH-].[Na+], predict the reaction product. (7) The product is: [CH:1]1[C:13]2[CH2:12][C:11]3[C:6](=[CH:7][CH:8]=[CH:9][CH:10]=3)[C:5]=2[CH:4]=[C:3]([CH2:23][C:22]([OH:25])=[O:17])[CH:2]=1. Given the reactants [CH:1]1[C:13]2[CH2:12][C:11]3[C:6](=[CH:7][CH:8]=[CH:9][CH:10]=3)[C:5]=2[CH:4]=[C:3](C(O)=O)[CH:2]=1.[OH-:17].[Na+].NN.Cl.[CH2:22]([OH:25])[CH2:23]O, predict the reaction product. (8) The product is: [CH2:11]([O:10][C:8]([C@@H:4]1[CH2:5][CH2:6][CH2:7][C@@H:3]1[NH:2][CH2:20][C:17]1[CH:16]=[CH:15][C:14]([F:13])=[CH:19][N:18]=1)=[O:9])[CH3:12]. Given the reactants Cl.[NH2:2][C@H:3]1[CH2:7][CH2:6][CH2:5][C@H:4]1[C:8]([O:10][CH2:11][CH3:12])=[O:9].[F:13][C:14]1[CH:15]=[CH:16][C:17]([CH:20]=O)=[N:18][CH:19]=1.C([BH3-])#N.[Na+], predict the reaction product. (9) Given the reactants [CH2:1]([S:8][CH:9]([CH:42]=O)[CH2:10][NH:11][C:12]([C:14]1[NH:15][C:16]2[C:21]([CH:22]=1)=[CH:20][C:19]([O:23][CH2:24][CH2:25][CH2:26][S:27]([CH3:30])(=[O:29])=[O:28])=[CH:18][C:17]=2[N:31]([CH3:41])[S:32]([C:35]1[CH:40]=[CH:39][CH:38]=[CH:37][N:36]=1)(=[O:34])=[O:33])=[O:13])[C:2]1[CH:7]=[CH:6][CH:5]=[CH:4][CH:3]=1.[CH3:44][S:45]([N:48]1[CH2:53][CH2:52][NH:51][CH2:50][CH2:49]1)(=[O:47])=[O:46].C(O[BH-](OC(=O)C)OC(=O)C)(=O)C.[Na+].C(O)(=O)CC(CC(O)=O)(C(O)=O)O.C(=O)([O-])O.[Na+], predict the reaction product. The product is: [CH2:1]([S:8][CH:9]([CH2:42][N:51]1[CH2:52][CH2:53][N:48]([S:45]([CH3:44])(=[O:47])=[O:46])[CH2:49][CH2:50]1)[CH2:10][NH:11][C:12]([C:14]1[NH:15][C:16]2[C:21]([CH:22]=1)=[CH:20][C:19]([O:23][CH2:24][CH2:25][CH2:26][S:27]([CH3:30])(=[O:28])=[O:29])=[CH:18][C:17]=2[N:31]([CH3:41])[S:32]([C:35]1[CH:40]=[CH:39][CH:38]=[CH:37][N:36]=1)(=[O:33])=[O:34])=[O:13])[C:2]1[CH:7]=[CH:6][CH:5]=[CH:4][CH:3]=1. (10) Given the reactants [NH:1]1[CH2:6][CH2:5][CH2:4][CH2:3][CH2:2]1.CN(C)C=O.Cl[C:13]1[CH:18]=[CH:17][C:16]([Cl:19])=[CH:15][C:14]=1[N+:20]([O-:22])=[O:21], predict the reaction product. The product is: [Cl:19][C:16]1[CH:17]=[CH:18][C:13]([N:1]2[CH2:6][CH2:5][CH2:4][CH2:3][CH2:2]2)=[C:14]([N+:20]([O-:22])=[O:21])[CH:15]=1.